From a dataset of Full USPTO retrosynthesis dataset with 1.9M reactions from patents (1976-2016). Predict the reactants needed to synthesize the given product. (1) Given the product [CH3:1][O:2][C:3]1[CH:4]=[C:5]2[C:9](=[CH:10][CH:11]=1)[N:8]([CH3:12])[CH:7]=[C:6]2[C:13]1[NH:25][C:16]2[N:17]=[CH:18][C:19]3[N:20]([C:21]([CH3:24])=[N:22][N:23]=3)[C:15]=2[CH:14]=1, predict the reactants needed to synthesize it. The reactants are: [CH3:1][O:2][C:3]1[CH:4]=[C:5]2[C:9](=[CH:10][CH:11]=1)[N:8]([CH3:12])[CH:7]=[C:6]2[C:13]1[N:25](COCC[Si](C)(C)C)[C:16]2[N:17]=[CH:18][C:19]3[N:20]([C:21]([CH3:24])=[N:22][N:23]=3)[C:15]=2[CH:14]=1.CN(C=O)C.C(N)CN.CCCC[N+](CCCC)(CCCC)CCCC.[F-]. (2) Given the product [OH:3][C:4]1([CH2:12][SH:13])[CH:9]2[CH2:10][CH2:11][N:6]([CH2:7][CH2:8]2)[CH2:5]1, predict the reactants needed to synthesize it. The reactants are: CC1[S:13][CH2:12][C:4]2([CH:9]3[CH2:10][CH2:11][N:6]([CH2:7][CH2:8]3)[CH2:5]2)[O:3]1.C=C1C2CCN(CC2)C1.S. (3) Given the product [NH:32]1[C:33]2[C:29](=[C:28]([C:2]3[N:3]=[C:4]([N:14]4[CH2:19][CH2:18][O:17][CH2:16][CH2:15]4)[C:5]4[O:10][C:9]([C:11]([NH2:13])=[O:12])=[CH:8][C:6]=4[N:7]=3)[CH:36]=[CH:35][CH:34]=2)[CH:30]=[N:31]1, predict the reactants needed to synthesize it. The reactants are: Cl[C:2]1[N:3]=[C:4]([N:14]2[CH2:19][CH2:18][O:17][CH2:16][CH2:15]2)[C:5]2[O:10][C:9]([C:11]([NH2:13])=[O:12])=[CH:8][C:6]=2[N:7]=1.CC1(C)C(C)(C)OB([C:28]2[CH:36]=[CH:35][CH:34]=[C:33]3[C:29]=2[CH:30]=[N:31][NH:32]3)O1. (4) Given the product [CH3:49][O:52][CH2:53][CH2:54][C:13]([C:15]1[CH:16]=[C:17]2[C:22](=[CH:23][C:24]=1[O:25][CH3:26])[N:21]=[CH:20][CH:19]=[C:18]2[O:27][C:28]1[CH:36]=[C:35]2[C:7](=[CH:30][CH:29]=1)[N:4]([C:5](=[O:6])[NH:45][CH2:46][CH3:47])[CH:3]=[CH:34]2)=[O:14], predict the reactants needed to synthesize it. The reactants are: [H-].[Na+].[CH3:3][N:4]([CH3:7])[CH:5]=[O:6].COCCN[C:13]([C:15]1[CH:16]=[C:17]2[C:22](=[CH:23][C:24]=1[O:25][CH3:26])[N:21]=[CH:20][CH:19]=[C:18]2[O:27][C:28]1[CH:29]=[C:30]2[C:34](=[CH:35][CH:36]=1)NC=C2)=[O:14].C1(OC(=O)[NH:45][CH2:46][CH3:47])C=CC=CC=1.[C:49]([O:52][CH2:53][CH3:54])(=O)C. (5) Given the product [Cl:12][C:13]1[CH:21]=[CH:20][C:16]([C:17]([NH:1][C:2]2[C:3]([C:8]([O:10][CH3:11])=[O:9])=[N:4][CH:5]=[CH:6][N:7]=2)=[O:18])=[CH:15][CH:14]=1, predict the reactants needed to synthesize it. The reactants are: [NH2:1][C:2]1[C:3]([C:8]([O:10][CH3:11])=[O:9])=[N:4][CH:5]=[CH:6][N:7]=1.[Cl:12][C:13]1[CH:21]=[CH:20][C:16]([C:17](Cl)=[O:18])=[CH:15][CH:14]=1.C(OCC)C. (6) Given the product [CH3:18][O:17][C:13]1[N:12]=[C:11]([CH2:10][C@@H:9]([C:19]([O:21][CH2:22][CH3:23])=[O:20])[NH2:8])[CH:16]=[CH:15][CH:14]=1, predict the reactants needed to synthesize it. The reactants are: C1(C(C2C=CC=CC=2)=[N:8][C@H:9]([C:19]([O:21][CH2:22][CH3:23])=[O:20])[CH2:10][C:11]2[CH:16]=[CH:15][CH:14]=[C:13]([O:17][CH3:18])[N:12]=2)C=CC=CC=1.Cl. (7) Given the product [N:28]1[CH:33]=[CH:32][CH:31]=[C:30]([C:2]2[CH:3]=[C:4]([C:8]3[N:13]=[C:12]([C:14]([F:16])([F:15])[F:17])[CH:11]=[C:10]([C:18]4[CH:19]=[CH:20][C:21]([C:24]([F:25])([F:26])[F:27])=[CH:22][CH:23]=4)[N:9]=3)[CH:5]=[CH:6][CH:7]=2)[CH:29]=1, predict the reactants needed to synthesize it. The reactants are: Br[C:2]1[CH:3]=[C:4]([C:8]2[N:13]=[C:12]([C:14]([F:17])([F:16])[F:15])[CH:11]=[C:10]([C:18]3[CH:23]=[CH:22][C:21]([C:24]([F:27])([F:26])[F:25])=[CH:20][CH:19]=3)[N:9]=2)[CH:5]=[CH:6][CH:7]=1.[N:28]1[CH:33]=[CH:32][CH:31]=[C:30](B(O)O)[CH:29]=1. (8) Given the product [OH:18][C:19]1[CH:34]=[CH:33][CH:32]=[CH:31][C:20]=1[CH2:21][C:22]1[CH:27]=[CH:26][C:25]([CH2:28][C:29]#[N:30])=[CH:24][CH:23]=1, predict the reactants needed to synthesize it. The reactants are: FC(F)(F)C(O)=O.CSC.C([O:18][C:19]1[CH:34]=[CH:33][CH:32]=[CH:31][C:20]=1[CH2:21][C:22]1[CH:27]=[CH:26][C:25]([CH2:28][C:29]#[N:30])=[CH:24][CH:23]=1)C1C=CC=CC=1. (9) Given the product [F:24][C:4]1[CH:3]=[C:2]([N:27]2[CH2:28][CH2:29][O:25][C:26]2=[O:30])[CH:7]=[C:6]([F:8])[C:5]=1[C:9]([N:11]1[CH2:16][CH2:15][N:14]([C:17]2[CH:22]=[CH:21][C:20]([CH3:23])=[CH:19][N:18]=2)[CH2:13][CH2:12]1)=[O:10], predict the reactants needed to synthesize it. The reactants are: Br[C:2]1[CH:7]=[C:6]([F:8])[C:5]([C:9]([N:11]2[CH2:16][CH2:15][N:14]([C:17]3[CH:22]=[CH:21][C:20]([CH3:23])=[CH:19][N:18]=3)[CH2:13][CH2:12]2)=[O:10])=[C:4]([F:24])[CH:3]=1.[O:25]1[CH2:29][CH:28]=[N:27][C:26]1=[O:30].